This data is from NCI-60 drug combinations with 297,098 pairs across 59 cell lines. The task is: Regression. Given two drug SMILES strings and cell line genomic features, predict the synergy score measuring deviation from expected non-interaction effect. (1) Drug 1: C1CCC(C1)C(CC#N)N2C=C(C=N2)C3=C4C=CNC4=NC=N3. Drug 2: C1CNP(=O)(OC1)N(CCCl)CCCl. Cell line: MCF7. Synergy scores: CSS=3.71, Synergy_ZIP=0.510, Synergy_Bliss=3.61, Synergy_Loewe=-1.38, Synergy_HSA=1.73. (2) Drug 1: C1CCC(CC1)NC(=O)N(CCCl)N=O. Drug 2: C(CCl)NC(=O)N(CCCl)N=O. Cell line: SN12C. Synergy scores: CSS=17.4, Synergy_ZIP=-2.08, Synergy_Bliss=3.29, Synergy_Loewe=3.64, Synergy_HSA=3.66. (3) Drug 1: C(=O)(N)NO. Drug 2: COCCOC1=C(C=C2C(=C1)C(=NC=N2)NC3=CC=CC(=C3)C#C)OCCOC.Cl. Cell line: HOP-62. Synergy scores: CSS=17.8, Synergy_ZIP=-8.21, Synergy_Bliss=-12.7, Synergy_Loewe=-2.88, Synergy_HSA=-4.48. (4) Synergy scores: CSS=49.6, Synergy_ZIP=-1.61, Synergy_Bliss=-3.96, Synergy_Loewe=-2.48, Synergy_HSA=-2.05. Cell line: HL-60(TB). Drug 1: C1=CC(=C2C(=C1NCCNCCO)C(=O)C3=C(C=CC(=C3C2=O)O)O)NCCNCCO. Drug 2: CC=C1C(=O)NC(C(=O)OC2CC(=O)NC(C(=O)NC(CSSCCC=C2)C(=O)N1)C(C)C)C(C)C. (5) Drug 1: C1CCC(C(C1)N)N.C(=O)(C(=O)[O-])[O-].[Pt+4]. Drug 2: CC1C(C(CC(O1)OC2CC(CC3=C2C(=C4C(=C3O)C(=O)C5=CC=CC=C5C4=O)O)(C(=O)C)O)N)O. Cell line: PC-3. Synergy scores: CSS=55.5, Synergy_ZIP=-4.87, Synergy_Bliss=-3.34, Synergy_Loewe=-0.711, Synergy_HSA=0.594. (6) Drug 1: C1CN1P(=S)(N2CC2)N3CC3. Drug 2: CN1C(=O)N2C=NC(=C2N=N1)C(=O)N. Cell line: BT-549. Synergy scores: CSS=5.69, Synergy_ZIP=-1.49, Synergy_Bliss=1.60, Synergy_Loewe=0.00806, Synergy_HSA=0.173. (7) Drug 1: CC12CCC3C(C1CCC2=O)CC(=C)C4=CC(=O)C=CC34C. Drug 2: CC1C(C(CC(O1)OC2CC(OC(C2O)C)OC3=CC4=CC5=C(C(=O)C(C(C5)C(C(=O)C(C(C)O)O)OC)OC6CC(C(C(O6)C)O)OC7CC(C(C(O7)C)O)OC8CC(C(C(O8)C)O)(C)O)C(=C4C(=C3C)O)O)O)O. Cell line: SW-620. Synergy scores: CSS=9.90, Synergy_ZIP=0.286, Synergy_Bliss=1.31, Synergy_Loewe=0.762, Synergy_HSA=0.616.